From a dataset of Forward reaction prediction with 1.9M reactions from USPTO patents (1976-2016). Predict the product of the given reaction. (1) Given the reactants [CH3:1][O:2][C:3]1[CH:4]=[C:5]2[C:10](=[CH:11][C:12]=1[CH3:13])[C:9](OC1C=CC=CC=1)=[N:8][CH:7]=[CH:6]2.C([O-])(=O)C.[NH4+:25], predict the reaction product. The product is: [CH3:1][O:2][C:3]1[CH:4]=[C:5]2[C:10](=[CH:11][C:12]=1[CH3:13])[C:9]([NH2:25])=[N:8][CH:7]=[CH:6]2. (2) Given the reactants [CH3:1][S:2]([C:5]1[CH:10]=[CH:9][C:8]([C:11]2[CH:12]=[CH:13][C:14]([O:17][CH2:18][CH:19]3[CH2:24][CH2:23][NH:22][CH2:21][CH2:20]3)=[N:15][CH:16]=2)=[CH:7][CH:6]=1)(=[O:4])=[O:3].[C:25](O)(=[O:32])[C:26]1[CH:31]=[CH:30][CH:29]=[CH:28][CH:27]=1, predict the reaction product. The product is: [C:25]([N:22]1[CH2:23][CH2:24][CH:19]([CH2:18][O:17][C:14]2[CH:13]=[CH:12][C:11]([C:8]3[CH:9]=[CH:10][C:5]([S:2]([CH3:1])(=[O:3])=[O:4])=[CH:6][CH:7]=3)=[CH:16][N:15]=2)[CH2:20][CH2:21]1)(=[O:32])[C:26]1[CH:31]=[CH:30][CH:29]=[CH:28][CH:27]=1. (3) Given the reactants CO[C:3](=[O:16])[CH2:4][C:5](=O)[CH2:6][CH2:7][C:8]1[CH:13]=[CH:12][C:11]([F:14])=[CH:10][CH:9]=1.[F:17][C:18]1[CH:23]=[CH:22][C:21]([NH:24][NH2:25])=[CH:20][CH:19]=1.Cl.CCOC(C)=O, predict the reaction product. The product is: [F:17][C:18]1[CH:23]=[CH:22][C:21]([N:24]2[C:3](=[O:16])[CH2:4][C:5]([CH2:6][CH2:7][C:8]3[CH:9]=[CH:10][C:11]([F:14])=[CH:12][CH:13]=3)=[N:25]2)=[CH:20][CH:19]=1. (4) Given the reactants [CH2:1]([O:8][C:9](=[O:16])[C@H:10]([CH2:12][CH:13]([CH3:15])[CH3:14])[NH2:11])[C:2]1[CH:7]=[CH:6][CH:5]=[CH:4][CH:3]=1.[CH2:17]1[CH2:23][S:20](=[O:22])(=[O:21])[O:19][CH2:18]1, predict the reaction product. The product is: [CH2:1]([O:8][C:9]([C@@H:10]([NH:11][CH2:18][CH2:17][CH2:23][S:20]([OH:22])(=[O:21])=[O:19])[CH2:12][CH:13]([CH3:14])[CH3:15])=[O:16])[C:2]1[CH:7]=[CH:6][CH:5]=[CH:4][CH:3]=1. (5) Given the reactants N12CCC(CC1)[C@H]([O:9][C:10](=[O:27])[NH:11][C:12]([C:15]1[N:16]=[C:17]([C:20]3[CH:25]=[CH:24][C:23]([F:26])=[CH:22][CH:21]=3)[S:18][CH:19]=1)([CH3:14])[CH3:13])C2.[ClH:28].[CH3:29][CH:30](O)[CH3:31], predict the reaction product. The product is: [ClH:28].[N:16]12[CH2:17][CH2:20][CH:31]([CH2:12][CH2:15]1)[C@H:30]([N:11]([C:12]([C:15]1[N:16]=[C:17]([C:20]3[CH:21]=[CH:22][C:23]([F:26])=[CH:24][CH:25]=3)[S:18][CH:19]=1)([CH3:13])[CH3:14])[C:10](=[O:27])[OH:9])[CH2:29]2.